The task is: Predict which catalyst facilitates the given reaction.. This data is from Catalyst prediction with 721,799 reactions and 888 catalyst types from USPTO. (1) Reactant: C(OC(=O)[C@@H](OC)CC1C=CC(OCCCO)=CC=1)C.[CH2:21]([O:23][C:24](=[O:60])[C@@H:25]([O:58][CH3:59])[CH2:26][C:27]1[CH:32]=[CH:31][C:30]([O:33][CH2:34][CH2:35][CH2:36][O:37][C:38]2[CH:43]=[CH:42][C:41]([C:44]3[CH:49]=[CH:48][C:47]([O:50][Si:51]([C:54]([CH3:57])([CH3:56])[CH3:55])([CH3:53])[CH3:52])=[CH:46][CH:45]=3)=[CH:40][CH:39]=2)=[CH:29][CH:28]=1)[CH3:22].CC(OC(/N=N/C(OC(C)C)=O)=O)C. Product: [CH2:21]([O:23][C:24](=[O:60])[CH:25]([O:58][CH3:59])[CH2:26][C:27]1[CH:28]=[CH:29][C:30]([O:33][CH2:34][CH2:35][CH2:36][O:37][C:38]2[CH:43]=[CH:42][C:41]([C:44]3[CH:45]=[CH:46][C:47]([O:50][Si:51]([C:54]([CH3:55])([CH3:56])[CH3:57])([CH3:53])[CH3:52])=[CH:48][CH:49]=3)=[CH:40][CH:39]=2)=[CH:31][CH:32]=1)[CH3:22]. The catalyst class is: 11. (2) Reactant: [Br:1]Br.N1C=CC=CC=1.[C:9]([C:11]1[CH:12]=[C:13]2[C:18](=[CH:19][CH:20]=1)[N:17]=[CH:16][CH:15]=[CH:14]2)#[N:10]. Product: [Br:1][C:15]1[CH:16]=[N:17][C:18]2[C:13]([CH:14]=1)=[CH:12][C:11]([C:9]#[N:10])=[CH:20][CH:19]=2. The catalyst class is: 53. (3) Reactant: [Cl:1][C:2]1[N:3]=[C:4]([CH3:23])[N:5]([C:16]2[CH:17]=[CH:18][C:19]([CH3:22])=[N:20][CH:21]=2)[C:6]=1[C:7]1[C:12]([F:13])=[CH:11][C:10](F)=[CH:9][C:8]=1[F:15].C[O-].[Na+].[C:27](OCC)(=[O:29])C.O. Product: [Cl:1][C:2]1[N:3]=[C:4]([CH3:23])[N:5]([C:16]2[CH:17]=[CH:18][C:19]([CH3:22])=[N:20][CH:21]=2)[C:6]=1[C:7]1[C:12]([F:13])=[CH:11][C:10]([O:29][CH3:27])=[CH:9][C:8]=1[F:15]. The catalyst class is: 83. (4) Reactant: [F:1][C:2]1[CH:3]=[C:4]2[C:10](I)=[N:9][N:8]([CH2:12][C:13]3[CH:18]=[CH:17][CH:16]=[CH:15][C:14]=3[F:19])[C:5]2=[N:6][CH:7]=1.[Cu](C#N)[C:21]#[N:22].N.O. Product: [F:1][C:2]1[CH:3]=[C:4]2[C:10]([C:21]#[N:22])=[N:9][N:8]([CH2:12][C:13]3[CH:18]=[CH:17][CH:16]=[CH:15][C:14]=3[F:19])[C:5]2=[N:6][CH:7]=1. The catalyst class is: 148. (5) Reactant: [CH3:1][O:2][C:3](=[O:43])[C:4]1[CH:9]=[CH:8][C:7]([NH:10][C:11]([C@H:13]2[C@H:17]([C:18]3[CH:23]=[CH:22][CH:21]=[C:20]([Cl:24])[C:19]=3[F:25])[C@:16]([C:28]3[CH:33]=[CH:32][C:31]([Cl:34])=[CH:30][C:29]=3[F:35])([C:26]#[N:27])[C@H:15]([CH2:36][C:37]([CH3:40])([CH3:39])[CH3:38])[NH:14]2)=[O:12])=[C:6]([O:41][CH3:42])[CH:5]=1.C=O.[CH3:46]C(O)=O.C(O[BH-](OC(=O)C)OC(=O)C)(=O)C.[Na+]. Product: [CH3:1][O:2][C:3](=[O:43])[C:4]1[CH:9]=[CH:8][C:7]([NH:10][C:11]([C@H:13]2[C@H:17]([C:18]3[CH:23]=[CH:22][CH:21]=[C:20]([Cl:24])[C:19]=3[F:25])[C@:16]([C:28]3[CH:33]=[CH:32][C:31]([Cl:34])=[CH:30][C:29]=3[F:35])([C:26]#[N:27])[C@H:15]([CH2:36][C:37]([CH3:39])([CH3:38])[CH3:40])[N:14]2[CH3:46])=[O:12])=[C:6]([O:41][CH3:42])[CH:5]=1. The catalyst class is: 74. (6) Reactant: [CH:1]([O:14][CH:15]1[CH2:20][CH2:19][NH:18][CH2:17][CH2:16]1)([C:8]1[CH:13]=[CH:12][CH:11]=[CH:10][CH:9]=1)[C:2]1[CH:7]=[CH:6][CH:5]=[CH:4][CH:3]=1.[Br:21][C:22]1[CH:27]=[C:26]([CH:28]=O)[CH:25]=[CH:24][N:23]=1.C(O[BH-](OC(=O)C)OC(=O)C)(=O)C.[Na+].O.C(=O)(O)[O-].[Na+]. Product: [CH:1]([O:14][CH:15]1[CH2:20][CH2:19][N:18]([CH2:28][C:26]2[CH:25]=[CH:24][N:23]=[C:22]([Br:21])[CH:27]=2)[CH2:17][CH2:16]1)([C:8]1[CH:13]=[CH:12][CH:11]=[CH:10][CH:9]=1)[C:2]1[CH:3]=[CH:4][CH:5]=[CH:6][CH:7]=1. The catalyst class is: 866. (7) Reactant: [H-].[Na+].[C:3]([CH2:5][C:6]([O:8][C:9]([CH3:12])([CH3:11])[CH3:10])=[O:7])#[N:4].Br[C:14]1[N:19]=[CH:18][C:17]([N:20]2[C:29]3[N:30]4[CH:36]=[CH:35][CH:34]=[CH:33][C:31]4=[N:32][C:28]=3[C:27]3[C:22](=[CH:23][CH:24]=[CH:25][CH:26]=3)[C:21]2=[O:37])=[CH:16][CH:15]=1. Product: [O:37]=[C:21]1[C:22]2[C:27](=[CH:26][CH:25]=[CH:24][CH:23]=2)[C:28]2[N:32]=[C:31]3[CH:33]=[CH:34][CH:35]=[CH:36][N:30]3[C:29]=2[N:20]1[C:17]1[CH:16]=[CH:15][C:14]([CH:5]([C:3]#[N:4])[C:6]([O:8][C:9]([CH3:12])([CH3:11])[CH3:10])=[O:7])=[N:19][CH:18]=1. The catalyst class is: 17. (8) Reactant: [C:1]([O:5][C:6](=[O:29])[C:7]1[CH:12]=[C:11]([N:13]([S:20]([CH3:23])(=[O:22])=[O:21])[C:14]2[CH:19]=[CH:18][CH:17]=[CH:16][CH:15]=2)[CH:10]=[C:9](C2CCCC=2)[CH:8]=1)([CH3:4])([CH3:3])[CH3:2].C(OC(=O)C1C=C(N(S(C)(=O)=O)C2C=CC=CC=2)C=C([CH:53]2[CH2:57][CH2:56][CH:55]=[CH:54]2)C=1)(C)(C)C.C(OC(=O)C1C=C(N(S(C)(=O)=O)C2C=CC=CC=2)C=C(C2CC=CC2)C=1)(C)(C)C. Product: [C:1]([O:5][C:6](=[O:29])[C:7]1[CH:12]=[C:11]([N:13]([S:20]([CH3:23])(=[O:21])=[O:22])[C:14]2[CH:19]=[CH:18][CH:17]=[CH:16][CH:15]=2)[CH:10]=[CH:9][C:8]=1[CH:53]1[CH2:57][CH2:56][CH2:55][CH2:54]1)([CH3:3])([CH3:4])[CH3:2]. The catalyst class is: 748. (9) Reactant: [O:1]1[C:5]2([CH2:10][CH2:9][CH:8]([CH2:11][OH:12])[CH2:7][CH2:6]2)[O:4][CH2:3][CH2:2]1.[CH3:13]I.[H-].[Na+]. Product: [CH3:13][O:12][CH2:11][CH:8]1[CH2:9][CH2:10][C:5]2([O:4][CH2:3][CH2:2][O:1]2)[CH2:6][CH2:7]1. The catalyst class is: 7. (10) Reactant: [NH2:1][C:2]1[CH:9]=[CH:8][C:5]([C:6]#[N:7])=[CH:4][C:3]=1[S:10][CH3:11].Cl.[N:13]([O-])=O.[Na+].[Sn](Cl)Cl. Product: [NH:1]([C:2]1[CH:9]=[CH:8][C:5]([C:6]#[N:7])=[CH:4][C:3]=1[S:10][CH3:11])[NH2:13]. The catalyst class is: 8.